From a dataset of Reaction yield outcomes from USPTO patents with 853,638 reactions. Predict the reaction yield, written as a fraction of the theoretical maximum amount of product (1.0 means a 100% yield; for example, 0.34 means a 34% yield). The reactants are [Cl:1][C:2]1[CH:15]=[C:14]([C:16]2([CH3:21])[O:20][CH2:19][CH2:18][O:17]2)[C:5]([O:6][CH:7]([CH3:13])[C:8]([O:10][CH2:11][CH3:12])=[O:9])=[C:4](I)[C:3]=1[F:23].[CH3:24][C:25]1(C)C(C)(C)OB(C=C)O1.C(=O)([O-])[O-].[K+].[K+].ClCCl. The catalyst is O1CCOCC1.O. The product is [Cl:1][C:2]1[CH:15]=[C:14]([C:16]2([CH3:21])[O:20][CH2:19][CH2:18][O:17]2)[C:5]([O:6][CH:7]([CH3:13])[C:8]([O:10][CH2:11][CH3:12])=[O:9])=[C:4]([CH:24]=[CH2:25])[C:3]=1[F:23]. The yield is 0.570.